This data is from NCI-60 drug combinations with 297,098 pairs across 59 cell lines. The task is: Regression. Given two drug SMILES strings and cell line genomic features, predict the synergy score measuring deviation from expected non-interaction effect. (1) Drug 1: C1=NC2=C(N=C(N=C2N1C3C(C(C(O3)CO)O)F)Cl)N. Drug 2: COCCOC1=C(C=C2C(=C1)C(=NC=N2)NC3=CC=CC(=C3)C#C)OCCOC.Cl. Cell line: RPMI-8226. Synergy scores: CSS=0.540, Synergy_ZIP=0.0121, Synergy_Bliss=-1.03, Synergy_Loewe=1.31, Synergy_HSA=-2.51. (2) Drug 1: CC1=C(C(=O)C2=C(C1=O)N3CC4C(C3(C2COC(=O)N)OC)N4)N. Drug 2: COC1=C2C(=CC3=C1OC=C3)C=CC(=O)O2. Cell line: SK-OV-3. Synergy scores: CSS=16.9, Synergy_ZIP=-2.96, Synergy_Bliss=0.731, Synergy_Loewe=-13.2, Synergy_HSA=0.550.